This data is from Reaction yield outcomes from USPTO patents with 853,638 reactions. The task is: Predict the reaction yield, written as a fraction of the theoretical maximum amount of product (1.0 means a 100% yield; for example, 0.34 means a 34% yield). (1) The reactants are O.O.[Sn](Cl)(Cl)(Cl)Cl.[CH2:8]([N:15]([CH3:40])[CH2:16][CH2:17][CH2:18][NH:19][C:20]1[CH:36]=[CH:35][C:23]([C:24]([N:26]([CH2:31][CH:32]([CH3:34])[CH3:33])[CH2:27][CH:28]([CH3:30])[CH3:29])=[O:25])=[CH:22][C:21]=1[N+:37]([O-])=O)[C:9]1[CH:14]=[CH:13][CH:12]=[CH:11][CH:10]=1.C([O-])(O)=O.[Na+]. The catalyst is C(OCC)(=O)C. The product is [NH2:37][C:21]1[CH:22]=[C:23]([CH:35]=[CH:36][C:20]=1[NH:19][CH2:18][CH2:17][CH2:16][N:15]([CH2:8][C:9]1[CH:14]=[CH:13][CH:12]=[CH:11][CH:10]=1)[CH3:40])[C:24]([N:26]([CH2:27][CH:28]([CH3:29])[CH3:30])[CH2:31][CH:32]([CH3:33])[CH3:34])=[O:25]. The yield is 0.780. (2) The reactants are [CH3:1][C:2]1[NH:3][C:4](=[O:26])[C:5]([CH2:11][C:12]2[CH:17]=[CH:16][C:15]([C:18]3[C:19]([C:24]#[N:25])=[CH:20][CH:21]=[CH:22][CH:23]=3)=[CH:14][CH:13]=2)=[C:6]([CH2:8][CH2:9][CH3:10])[N:7]=1.[O:27]1[CH2:32][CH2:31][CH:30]([O:33][C:34]2[N:39]=[CH:38][C:37](B(O)O)=[CH:36][CH:35]=2)[CH2:29][CH2:28]1.N1C=CC=CC=1.C(N(CC)CC)C. The catalyst is C([O-])(=O)C.[Cu+2].C([O-])(=O)C.C(OCC)(=O)C.C(Cl)Cl. The product is [CH3:1][C:2]1[N:3]([C:37]2[CH:38]=[N:39][C:34]([O:33][CH:30]3[CH2:31][CH2:32][O:27][CH2:28][CH2:29]3)=[CH:35][CH:36]=2)[C:4](=[O:26])[C:5]([CH2:11][C:12]2[CH:17]=[CH:16][C:15]([C:18]3[C:19]([C:24]#[N:25])=[CH:20][CH:21]=[CH:22][CH:23]=3)=[CH:14][CH:13]=2)=[C:6]([CH2:8][CH2:9][CH3:10])[N:7]=1. The yield is 0.330. (3) The reactants are Br[C:2]1[CH:7]=[CH:6][CH:5]=[CH:4][C:3]=1[C@H:8]([O:10][CH2:11][C@H:12]1[CH2:14][O:13]1)[CH3:9].[C:15]([O:21][CH2:22][CH3:23])(=[O:20])[CH2:16][CH2:17][CH:18]=[CH2:19]. No catalyst specified. The product is [O:13]1[CH2:14][C@@H:12]1[CH2:11][O:10][C@@H:8]([C:3]1[CH:4]=[CH:5][CH:6]=[CH:7][C:2]=1/[CH:19]=[CH:18]/[CH2:17][CH2:16][C:15]([O:21][CH2:22][CH3:23])=[O:20])[CH3:9]. The yield is 0.820. (4) The product is [C:33]([NH:1][CH2:2][C@H:3]1[C@H:12]2[CH2:13][CH2:14][N:15]([C:16]([C@H:18]3[CH2:23][CH2:22][CH2:21][CH2:20][C@H:19]3[NH:24][C:25](=[O:32])[C:26]3[CH:27]=[CH:28][CH:29]=[CH:30][CH:31]=3)=[O:17])[C@H:11]2[C:10]2[CH:9]=[CH:8][CH:7]=[CH:6][C:5]=2[NH:4]1)(=[O:35])[CH3:34]. The reactants are [NH2:1][CH2:2][C@H:3]1[C@H:12]2[CH2:13][CH2:14][N:15]([C:16]([C@H:18]3[CH2:23][CH2:22][CH2:21][CH2:20][C@H:19]3[NH:24][C:25](=[O:32])[C:26]3[CH:31]=[CH:30][CH:29]=[CH:28][CH:27]=3)=[O:17])[C@H:11]2[C:10]2[CH:9]=[CH:8][CH:7]=[CH:6][C:5]=2[NH:4]1.[C:33](OC(=O)C)(=[O:35])[CH3:34]. The yield is 0.600. The catalyst is O1CCCC1. (5) The reactants are C(OC([NH:8][C@H:9]([CH3:40])[C:10]([O:12][C@@H:13]1[CH2:29][C@@H:28]2[C@@:16]([CH3:39])([C@@H:17]3[C@@H:25]([CH2:26][CH2:27]2)[C@:24]2(O)[C@@:20]([CH3:38])([C@@H:21]([C:31]4[CH:32]=[CH:33][C:34](=[O:37])[O:35][CH:36]=4)[CH2:22][CH2:23]2)[CH2:19][CH2:18]3)[CH2:15][CH2:14]1)=[O:11])=O)(C)(C)C.Cl. The catalyst is CCOC(C)=O. The product is [NH2:8][C@H:9]([CH3:40])[C:10]([O:12][C@@H:13]1[CH2:29][C@@H:28]2[C@@:16]([CH3:39])([C@@H:17]3[C@@H:25]([CH2:26][CH2:27]2)[C:24]2[C@@:20]([CH3:38])([C@@H:21]([C:31]4[CH:32]=[CH:33][C:34](=[O:37])[O:35][CH:36]=4)[CH2:22][CH:23]=2)[CH2:19][CH2:18]3)[CH2:15][CH2:14]1)=[O:11]. The yield is 0.441. (6) The reactants are [F:1][C:2]([F:11])([F:10])[CH:3]([CH2:8][CH3:9])[CH2:4][C:5]([OH:7])=[O:6].[CH3:12][Si](C=[N+]=[N-])(C)C. The catalyst is ClCCl.CO. The product is [CH3:12][O:6][C:5](=[O:7])[CH2:4][CH:3]([C:2]([F:10])([F:11])[F:1])[CH2:8][CH3:9]. The yield is 0.754.